This data is from Catalyst prediction with 721,799 reactions and 888 catalyst types from USPTO. The task is: Predict which catalyst facilitates the given reaction. Reactant: C[O:2][C:3](=[O:26])[C@@H:4]([N:9]1[CH2:13][C:12]([O:14][C:15]2[C:24]3[CH2:23][CH2:22][CH2:21][CH2:20][C:19]=3[CH:18]=[CH:17][CH:16]=2)=[CH:11][C:10]1=[O:25])[CH2:5][CH:6]([CH3:8])[CH3:7].O.[OH-].[Li+]. Product: [CH3:7][CH:6]([CH3:8])[CH2:5][C@H:4]([N:9]1[CH2:13][C:12]([O:14][C:15]2[C:24]3[CH2:23][CH2:22][CH2:21][CH2:20][C:19]=3[CH:18]=[CH:17][CH:16]=2)=[CH:11][C:10]1=[O:25])[C:3]([OH:26])=[O:2]. The catalyst class is: 30.